Dataset: Forward reaction prediction with 1.9M reactions from USPTO patents (1976-2016). Task: Predict the product of the given reaction. (1) Given the reactants [F:1][CH:2]([F:23])[C@H:3]1[N:8]2[N:9]=[CH:10][C:11]([C:12]([OH:14])=O)=[C:7]2[NH:6][C@@H:5]([C:15]2[CH:20]=[CH:19][C:18]([CH2:21][CH3:22])=[CH:17][CH:16]=2)[CH2:4]1.CN(C(ON1N=NC2C=CC=NC1=2)=[N+](C)C)C.F[P-](F)(F)(F)(F)F.C(N(CC)C(C)C)(C)C.[CH2:57]([NH2:67])[C:58]1[CH:66]=[CH:65][C:64]2[O:63][CH2:62][O:61][C:60]=2[CH:59]=1, predict the reaction product. The product is: [O:63]1[C:64]2[CH:65]=[CH:66][C:58]([CH2:57][NH:67][C:12]([C:11]3[CH:10]=[N:9][N:8]4[C@H:3]([CH:2]([F:23])[F:1])[CH2:4][C@H:5]([C:15]5[CH:16]=[CH:17][C:18]([CH2:21][CH3:22])=[CH:19][CH:20]=5)[NH:6][C:7]=34)=[O:14])=[CH:59][C:60]=2[O:61][CH2:62]1. (2) Given the reactants C(O[C:6]([N:8]1[CH2:12][CH2:11][C@@H:10]([OH:13])[CH2:9]1)=O)(C)(C)C.[ClH:14], predict the reaction product. The product is: [CH:6]1([N:8]2[CH2:12][CH2:11][C@@H:10]([OH:13])[CH2:9]2)[CH2:12][CH2:11][CH2:10][CH2:9]1.[ClH:14].